Dataset: Experimental lipophilicity measurements (octanol/water distribution) for 4,200 compounds from AstraZeneca. Task: Regression/Classification. Given a drug SMILES string, predict its absorption, distribution, metabolism, or excretion properties. Task type varies by dataset: regression for continuous measurements (e.g., permeability, clearance, half-life) or binary classification for categorical outcomes (e.g., BBB penetration, CYP inhibition). For this dataset (lipophilicity_astrazeneca), we predict Y. (1) The molecule is CCN(CC)C(=O)c1ccc(C(=C2CCNCC2)c2ccc(Cl)c(Cl)c2)cc1. The Y is 2.40 logD. (2) The molecule is CCNC(=O)c1ccc(C)c(-n2cnc3ccc(N4CCN(C)CC4)cc3c2=O)c1. The Y is 1.47 logD. (3) The molecule is COc1cc(F)ccc1-c1cncc(CNC(=O)c2ccccc2)c1. The Y is 3.76 logD.